Dataset: NCI-60 drug combinations with 297,098 pairs across 59 cell lines. Task: Regression. Given two drug SMILES strings and cell line genomic features, predict the synergy score measuring deviation from expected non-interaction effect. (1) Drug 1: CCC1(CC2CC(C3=C(CCN(C2)C1)C4=CC=CC=C4N3)(C5=C(C=C6C(=C5)C78CCN9C7C(C=CC9)(C(C(C8N6C)(C(=O)OC)O)OC(=O)C)CC)OC)C(=O)OC)O.OS(=O)(=O)O. Drug 2: C1=CC=C(C=C1)NC(=O)CCCCCCC(=O)NO. Cell line: M14. Synergy scores: CSS=-10.3, Synergy_ZIP=10.7, Synergy_Bliss=11.4, Synergy_Loewe=-15.6, Synergy_HSA=-15.1. (2) Drug 1: C1CCC(C1)C(CC#N)N2C=C(C=N2)C3=C4C=CNC4=NC=N3. Drug 2: C1CCC(CC1)NC(=O)N(CCCl)N=O. Cell line: HS 578T. Synergy scores: CSS=9.20, Synergy_ZIP=15.7, Synergy_Bliss=17.8, Synergy_Loewe=7.50, Synergy_HSA=12.4. (3) Drug 1: C1CCC(C1)C(CC#N)N2C=C(C=N2)C3=C4C=CNC4=NC=N3. Drug 2: C1CC(C1)(C(=O)O)C(=O)O.[NH2-].[NH2-].[Pt+2]. Cell line: MDA-MB-231. Synergy scores: CSS=20.8, Synergy_ZIP=-2.49, Synergy_Bliss=1.73, Synergy_Loewe=2.44, Synergy_HSA=2.83. (4) Drug 1: CNC(=O)C1=CC=CC=C1SC2=CC3=C(C=C2)C(=NN3)C=CC4=CC=CC=N4. Drug 2: N.N.Cl[Pt+2]Cl. Cell line: NCI-H322M. Synergy scores: CSS=-3.88, Synergy_ZIP=6.27, Synergy_Bliss=-1.92, Synergy_Loewe=-4.25, Synergy_HSA=-3.91. (5) Drug 1: CS(=O)(=O)CCNCC1=CC=C(O1)C2=CC3=C(C=C2)N=CN=C3NC4=CC(=C(C=C4)OCC5=CC(=CC=C5)F)Cl. Cell line: HOP-92. Drug 2: CCC1(C2=C(COC1=O)C(=O)N3CC4=CC5=C(C=CC(=C5CN(C)C)O)N=C4C3=C2)O.Cl. Synergy scores: CSS=19.4, Synergy_ZIP=5.33, Synergy_Bliss=9.27, Synergy_Loewe=-3.55, Synergy_HSA=2.31. (6) Drug 1: CCC1(CC2CC(C3=C(CCN(C2)C1)C4=CC=CC=C4N3)(C5=C(C=C6C(=C5)C78CCN9C7C(C=CC9)(C(C(C8N6C)(C(=O)OC)O)OC(=O)C)CC)OC)C(=O)OC)O.OS(=O)(=O)O. Drug 2: CC(C)CN1C=NC2=C1C3=CC=CC=C3N=C2N. Cell line: PC-3. Synergy scores: CSS=3.29, Synergy_ZIP=-2.23, Synergy_Bliss=0.0925, Synergy_Loewe=-1.71, Synergy_HSA=-1.46.